From a dataset of Reaction yield outcomes from USPTO patents with 853,638 reactions. Predict the reaction yield, written as a fraction of the theoretical maximum amount of product (1.0 means a 100% yield; for example, 0.34 means a 34% yield). (1) The reactants are [CH3:1][O:2][C:3]1[CH:4]=[C:5]([CH:11]2[CH2:16][CH:15]([C:17]([F:20])([F:19])[F:18])[N:14]3[N:21]=[C:22]([C:24]4[CH:25]=[CH:26][C:27]([C:30]#N)=[N:28][CH:29]=4)[CH:23]=[C:13]3[NH:12]2)[CH:6]=[CH:7][C:8]=1[O:9][CH3:10].[OH-:32].[Na+].Cl.[OH2:35]. No catalyst specified. The product is [CH3:1][O:2][C:3]1[CH:4]=[C:5]([CH:11]2[CH2:16][CH:15]([C:17]([F:18])([F:19])[F:20])[N:14]3[N:21]=[C:22]([C:24]4[CH:25]=[CH:26][C:27]([C:30]([OH:35])=[O:32])=[N:28][CH:29]=4)[CH:23]=[C:13]3[NH:12]2)[CH:6]=[CH:7][C:8]=1[O:9][CH3:10]. The yield is 0.740. (2) The reactants are [CH3:1][C:2]1[CH:3]=[C:4]([CH:15]=[CH:16][C:17]=1[N+:18]([O-])=O)[O:5][CH2:6][CH2:7][CH2:8][N:9]1[CH2:14][CH2:13][O:12][CH2:11][CH2:10]1. The catalyst is [Pd]. The product is [CH3:1][C:2]1[CH:3]=[C:4]([O:5][CH2:6][CH2:7][CH2:8][N:9]2[CH2:10][CH2:11][O:12][CH2:13][CH2:14]2)[CH:15]=[CH:16][C:17]=1[NH2:18]. The yield is 0.320. (3) The reactants are [Cl:1][C:2]1[CH:3]=[CH:4][C:5]([NH:12][C:13]([C:15]2[CH:20]=[CH:19][CH:18]=[C:17](I)[CH:16]=2)=[O:14])=[C:6]([CH:11]=1)[C:7]([O:9][CH3:10])=[O:8].C(N(CC)CC)C.[CH:29]1([C:35]#[CH:36])[CH2:34][CH2:33][CH2:32][CH2:31][CH2:30]1. The catalyst is CN(C=O)C.C(OCC)(=O)C.[Cu](I)I.Cl[Pd](Cl)([P](C1C=CC=CC=1)(C1C=CC=CC=1)C1C=CC=CC=1)[P](C1C=CC=CC=1)(C1C=CC=CC=1)C1C=CC=CC=1. The product is [Cl:1][C:2]1[CH:3]=[CH:4][C:5]([NH:12][C:13]([C:15]2[CH:20]=[CH:19][CH:18]=[C:17]([C:36]#[C:35][CH:29]3[CH2:34][CH2:33][CH2:32][CH2:31][CH2:30]3)[CH:16]=2)=[O:14])=[C:6]([CH:11]=1)[C:7]([O:9][CH3:10])=[O:8]. The yield is 0.360. (4) The reactants are [NH:1]1[CH:5]=[C:4]([C:6]([O:8][CH2:9][CH3:10])=[O:7])[CH:3]=[N:2]1.C([O-])([O-])=O.[K+].[K+].Cl[CH2:18][C:19]1[CH:24]=[CH:23][C:22]([O:25][CH3:26])=[CH:21][CH:20]=1.CCOCC. The catalyst is CN(C=O)C.O. The product is [CH3:26][O:25][C:22]1[CH:23]=[CH:24][C:19]([CH2:18][N:1]2[CH:5]=[C:4]([C:6]([O:8][CH2:9][CH3:10])=[O:7])[CH:3]=[N:2]2)=[CH:20][CH:21]=1. The yield is 1.02. (5) The catalyst is C(#N)C. The reactants are [C:1]([C:3]1[C:4]([C:20]([F:23])([F:22])[F:21])=[C:5]2[C:9](=[CH:10][CH:11]=1)[N:8]([CH2:12][C:13](=[NH:16])[NH:14][OH:15])[C:7]([CH2:17][CH2:18][CH3:19])=[CH:6]2)#[N:2].[F:24][C:25]1[CH:26]=[C:27]([CH:31]=[CH:32][C:33]=1[F:34])[C:28](Cl)=O.C(N(CC)C(C)C)(C)C. The product is [F:24][C:25]1[CH:26]=[C:27]([C:28]2[O:15][N:14]=[C:13]([CH2:12][N:8]3[C:9]4[C:5](=[C:4]([C:20]([F:22])([F:23])[F:21])[C:3]([C:1]#[N:2])=[CH:11][CH:10]=4)[CH:6]=[C:7]3[CH2:17][CH2:18][CH3:19])[N:16]=2)[CH:31]=[CH:32][C:33]=1[F:34]. The yield is 0.480. (6) The reactants are [CH2:1]([NH:8][C:9](=[O:21])[C@H:10]([NH:13]C(OC(C)(C)C)=O)[CH2:11][OH:12])[C:2]1[CH:7]=[CH:6][CH:5]=[CH:4][CH:3]=1.ClCCl.Cl.[OH-].[Na+]. The catalyst is O. The product is [NH2:13][C@H:10]([CH2:11][OH:12])[C:9]([NH:8][CH2:1][C:2]1[CH:7]=[CH:6][CH:5]=[CH:4][CH:3]=1)=[O:21]. The yield is 0.735. (7) The reactants are [CH3:1][O:2][CH2:3][CH2:4][CH2:5][O:6][C:7]1[CH:12]=[CH:11][N:10]=[C:9]([CH2:13][S:14][C:15]2[NH:19][C:18]3[CH:20]=[CH:21][CH:22]=[CH:23][C:17]=3[N:16]=2)[C:8]=1[CH3:24].[OH-:25].[Na+].O. The catalyst is ClCCl. The product is [CH3:1][O:2][CH2:3][CH2:4][CH2:5][O:6][C:7]1[CH:12]=[CH:11][N:10]=[C:9]([CH2:13][S:14]([C:15]2[NH:16][C:17]3[CH:23]=[CH:22][CH:21]=[CH:20][C:18]=3[N:19]=2)=[O:25])[C:8]=1[CH3:24]. The yield is 0.417. (8) The reactants are [F:1][C:2]1[CH:7]=[CH:6][CH:5]=[C:4]([F:8])[C:3]=1[C:9]1[N:14]=[C:13]([C:15]([NH:17][C:18]2[CH:19]=[N:20][CH:21]=[CH:22][C:23]=2[C@H:24]2[CH2:29][C@@H:28]([NH:30]C(=O)OC(C)(C)C)[C@@H:27](SCCOC)[C@@H:26]([CH3:43])[CH2:25]2)=[O:16])[CH:12]=[CH:11][C:10]=1[F:44].O[O:46][S:47]([O-:49])=O.[K+].[C:51](O)([C:53](F)(F)F)=[O:52].[CH2:58](Cl)Cl. The catalyst is C1COCC1.O.CCOC(C)=O. The product is [NH2:30][C@H:28]1[C@@H:27]([S:47]([CH2:53][CH2:51][O:52][CH3:58])(=[O:49])=[O:46])[C@@H:26]([CH3:43])[CH2:25][C@@H:24]([C:23]2[CH:22]=[CH:21][N:20]=[CH:19][C:18]=2[NH:17][C:15](=[O:16])[C:13]2[CH:12]=[CH:11][C:10]([F:44])=[C:9]([C:3]3[C:2]([F:1])=[CH:7][CH:6]=[CH:5][C:4]=3[F:8])[N:14]=2)[CH2:29]1. The yield is 0.760.